From a dataset of Reaction yield outcomes from USPTO patents with 853,638 reactions. Predict the reaction yield, written as a fraction of the theoretical maximum amount of product (1.0 means a 100% yield; for example, 0.34 means a 34% yield). (1) The reactants are [F:1][C:2]([F:19])([F:18])[CH2:3][O:4][CH2:5][CH2:6][O:7][C:8]1[N:13]=[CH:12][C:11]([C:14]([O:16]C)=[O:15])=[CH:10][CH:9]=1.[OH-].[Na+]. The catalyst is CO. The product is [F:19][C:2]([F:1])([F:18])[CH2:3][O:4][CH2:5][CH2:6][O:7][C:8]1[N:13]=[CH:12][C:11]([C:14]([OH:16])=[O:15])=[CH:10][CH:9]=1. The yield is 0.570. (2) The reactants are ClC(Cl)(Cl)CO[C:5](=[O:26])[NH:6][C:7]1[N:8]([C:16]2[CH:21]=[CH:20][N:19]=[C:18]([O:22][CH2:23][CH2:24][OH:25])[CH:17]=2)[N:9]=[C:10]([C:12]([CH3:15])([CH3:14])[CH3:13])[CH:11]=1.[CH3:29][C@H:30]1[CH2:35][CH2:34][CH2:33][CH2:32][N:31]1[C:36]1[N:40]2[CH:41]=[C:42]([O:45][C@H:46]3[C:55]4[C:50](=[CH:51][CH:52]=[CH:53][CH:54]=4)[C@@H:49]([NH2:56])[CH2:48][CH2:47]3)[CH:43]=[CH:44][C:39]2=[N:38][N:37]=1.CCN(C(C)C)C(C)C. The catalyst is O1CCOCC1. The product is [C:12]([C:10]1[CH:11]=[C:7]([NH:6][C:5]([NH:56][C@@H:49]2[C:50]3[C:55](=[CH:54][CH:53]=[CH:52][CH:51]=3)[C@H:46]([O:45][C:42]3[CH:43]=[CH:44][C:39]4[N:40]([C:36]([N:31]5[CH2:32][CH2:33][CH2:34][CH2:35][C@@H:30]5[CH3:29])=[N:37][N:38]=4)[CH:41]=3)[CH2:47][CH2:48]2)=[O:26])[N:8]([C:16]2[CH:21]=[CH:20][N:19]=[C:18]([O:22][CH2:23][CH2:24][OH:25])[CH:17]=2)[N:9]=1)([CH3:13])([CH3:14])[CH3:15]. The yield is 0.830.